Dataset: Full USPTO retrosynthesis dataset with 1.9M reactions from patents (1976-2016). Task: Predict the reactants needed to synthesize the given product. (1) Given the product [CH2:31]([O:33][C:34](=[O:38])[CH2:35][CH2:36][NH:37][C:16]([C:13]1[CH:12]=[C:11]([CH3:19])[C:10]([CH:9]([C:3]2[CH:4]=[C:5]([F:8])[CH:6]=[CH:7][C:2]=2[F:1])[S:20]([C:23]2[CH:28]=[CH:27][C:26]([F:29])=[CH:25][CH:24]=2)(=[O:21])=[O:22])=[CH:15][N:14]=1)=[O:17])[CH3:32], predict the reactants needed to synthesize it. The reactants are: [F:1][C:2]1[CH:7]=[CH:6][C:5]([F:8])=[CH:4][C:3]=1[CH:9]([S:20]([C:23]1[CH:28]=[CH:27][C:26]([F:29])=[CH:25][CH:24]=1)(=[O:22])=[O:21])[C:10]1[C:11]([CH3:19])=[CH:12][C:13]([C:16](O)=[O:17])=[N:14][CH:15]=1.Cl.[CH2:31]([O:33][C:34](=[O:38])[CH2:35][CH2:36][NH2:37])[CH3:32].ON1C2C=CC=CC=2N=N1.Cl.C(N=C=NCCCN(C)C)C.CN1CCOCC1. (2) The reactants are: [CH3:1][O:2][C:3]1[CH:4]=[C:5]2[C:10](=[CH:11][C:12]=1[O:13][CH2:14][CH:15]1[CH2:17][O:16]1)[N:9]=[CH:8][CH:7]=[C:6]2[O:18][C:19]1[C:20]([C:27]2[CH:32]=[CH:31][C:30]([CH3:33])=[CH:29][N:28]=2)=[N:21][C:22]([CH3:26])=[C:23]([CH3:25])[CH:24]=1.FC(F)(F)C(O)=[O:37].[OH-].[Na+].O. Given the product [CH3:1][O:2][C:3]1[CH:4]=[C:5]2[C:10](=[CH:11][C:12]=1[O:13][CH2:14][CH:15]([OH:37])[CH2:17][OH:16])[N:9]=[CH:8][CH:7]=[C:6]2[O:18][C:19]1[C:20]([C:27]2[CH:32]=[CH:31][C:30]([CH3:33])=[CH:29][N:28]=2)=[N:21][C:22]([CH3:26])=[C:23]([CH3:25])[CH:24]=1, predict the reactants needed to synthesize it. (3) Given the product [ClH:43].[O:1]1[C:6]2[CH:7]=[CH:8][C:9]([CH2:11][NH:12][CH:20]3[CH2:25][CH2:24][N:23]([CH2:26][CH2:27][N:28]4[C:37]5[C:32](=[C:33]([CH2:40][OH:41])[CH:34]=[C:35]([O:38][CH3:39])[CH:36]=5)[CH:31]=[CH:30][C:29]4=[O:42])[CH2:22][CH2:21]3)=[CH:10][C:5]=2[O:4][CH2:3][CH2:2]1, predict the reactants needed to synthesize it. The reactants are: [O:1]1[C:6]2[CH:7]=[CH:8][C:9]([CH2:11][N:12]([CH:20]3[CH2:25][CH2:24][N:23]([CH2:26][CH2:27][N:28]4[C:37]5[C:32](=[C:33]([CH2:40][OH:41])[CH:34]=[C:35]([O:38][CH3:39])[CH:36]=5)[CH:31]=[CH:30][C:29]4=[O:42])[CH2:22][CH2:21]3)C(=O)OC(C)(C)C)=[CH:10][C:5]=2[O:4][CH2:3][CH2:2]1.[ClH:43].C(OCC)(=O)C. (4) Given the product [Cl:1][C:2]1[CH:3]=[CH:4][CH:5]=[C:6]([CH:8]([Cl:13])[CH3:9])[N:7]=1, predict the reactants needed to synthesize it. The reactants are: [Cl:1][C:2]1[N:7]=[C:6]([CH:8](O)[CH3:9])[CH:5]=[CH:4][CH:3]=1.S(Cl)([Cl:13])=O.C(=O)([O-])O.[Na+]. (5) Given the product [Cl:12][C:4]1[CH:5]=[C:6]([C:8]([F:10])([F:11])[F:9])[CH:7]=[C:2]([Cl:1])[C:3]=1[C:13]1[N:18]([CH2:19][C:20]2[CH:25]=[CH:24][C:23]([C:26]([CH3:28])([CH3:27])[CH3:29])=[CH:22][CH:21]=2)[C:17](=[O:30])[C:16]([C:50]([NH:51][CH2:69][C:70]([OH:72])=[O:71])=[O:80])=[C:15]([OH:31])[N:14]=1, predict the reactants needed to synthesize it. The reactants are: [Cl:1][C:2]1[CH:7]=[C:6]([C:8]([F:11])([F:10])[F:9])[CH:5]=[C:4]([Cl:12])[C:3]=1[C:13]1[N:18]([CH2:19][C:20]2[CH:25]=[CH:24][C:23]([C:26]([CH3:29])([CH3:28])[CH3:27])=[CH:22][CH:21]=2)[C:17](=[O:30])[CH:16]=[C:15]([OH:31])[N:14]=1.[Cl-].C[Al+]C.CCCCCC.C(C1C=CC([CH2:50][NH2:51])=CC=1)(C)(C)C.ClC1C=C(C(F)(F)F)C=C(Cl)C=1C#N.C(OCC)(=O)[CH2:69][C:70]([O:72]CC)=[O:71].C[O-:80].[Na+].CO.[OH-].[Na+]. (6) Given the product [CH3:1][O:2][C:3]1[CH:4]=[C:5]2[C:10](=[CH:11][C:12]=1[O:13][CH3:14])[N:9]=[CH:8][N:7]=[C:6]2[O:15][C:16]1[CH:22]=[CH:21][C:19]([NH:20][C:41](=[O:47])[O:40][CH2:38][CH2:54][C:53]2[CH:57]=[CH:58][CH:59]=[C:51]([C:50]([F:49])([F:60])[F:61])[CH:52]=2)=[CH:18][CH:17]=1, predict the reactants needed to synthesize it. The reactants are: [CH3:1][O:2][C:3]1[CH:4]=[C:5]2[C:10](=[CH:11][C:12]=1[O:13][CH3:14])[N:9]=[CH:8][N:7]=[C:6]2[O:15][C:16]1[CH:22]=[CH:21][C:19]([NH2:20])=[CH:18][CH:17]=1.C1(C)C=CC=CC=1.C(N(CC)CC)C.Cl[C:38](Cl)([O:40][C:41](=[O:47])OC(Cl)(Cl)Cl)Cl.[F:49][C:50]([F:61])([F:60])[C:51]1[CH:52]=[C:53]([CH:57]=[CH:58][CH:59]=1)[CH2:54]CO. (7) Given the product [O:1]([CH2:8][C:9]1[S:10][CH:11]=[C:12]([CH:14]=[O:15])[N:13]=1)[C:2]1[CH:7]=[CH:6][CH:5]=[CH:4][CH:3]=1, predict the reactants needed to synthesize it. The reactants are: [O:1]([CH2:8][C:9]1[S:10][CH:11]=[C:12]([C:14](OCC)=[O:15])[N:13]=1)[C:2]1[CH:7]=[CH:6][CH:5]=[CH:4][CH:3]=1.CC(C[AlH]CC(C)C)C. (8) Given the product [CH2:1]([O:4][C:5]1[CH:12]=[C:11]([F:13])[C:8]([CH2:9][O:10][C:28]([N:25]2[CH2:26][CH2:27][N:22]([C:20]([O:19][C:15]([CH3:17])([CH3:16])[CH3:18])=[O:21])[CH2:23][C@H:24]2[CH2:31][CH3:32])=[O:29])=[C:7]([Cl:14])[CH:6]=1)[CH:2]=[CH2:3], predict the reactants needed to synthesize it. The reactants are: [CH2:1]([O:4][C:5]1[CH:12]=[C:11]([F:13])[C:8]([CH2:9][OH:10])=[C:7]([Cl:14])[CH:6]=1)[CH:2]=[CH2:3].[C:15]([O:19][C:20]([N:22]1[CH2:27][CH2:26][N:25]([C:28](Cl)=[O:29])[C@H:24]([CH2:31][CH3:32])[CH2:23]1)=[O:21])([CH3:18])([CH3:17])[CH3:16]. (9) Given the product [N:16]1[CH:17]=[CH:18][C:19]([C:2]2[C:10]3[C:5](=[CH:6][CH:7]=[C:8]([C:11]([NH:13][C@@H:14]4[CH2:19][CH2:18][CH2:17][N:16]([C:20]([O:22][C:23]([CH3:26])([CH3:25])[CH3:24])=[O:21])[CH2:15]4)=[O:12])[CH:9]=3)[N:4]([C:27]([C:40]3[CH:45]=[CH:44][CH:43]=[CH:42][CH:41]=3)([C:34]3[CH:39]=[CH:38][CH:37]=[CH:36][CH:35]=3)[C:28]3[CH:33]=[CH:32][CH:31]=[CH:30][CH:29]=3)[N:3]=2)=[CH:14][CH:15]=1, predict the reactants needed to synthesize it. The reactants are: Br[C:2]1[C:10]2[C:5](=[CH:6][CH:7]=[C:8]([C:11]([NH:13][C@@H:14]3[CH2:19][CH2:18][CH2:17][N:16]([C:20]([O:22][C:23]([CH3:26])([CH3:25])[CH3:24])=[O:21])[CH2:15]3)=[O:12])[CH:9]=2)[N:4]([C:27]([C:40]2[CH:45]=[CH:44][CH:43]=[CH:42][CH:41]=2)([C:34]2[CH:39]=[CH:38][CH:37]=[CH:36][CH:35]=2)[C:28]2[CH:33]=[CH:32][CH:31]=[CH:30][CH:29]=2)[N:3]=1.P([O-])([O-])([O-])=O.[K+].[K+].[K+]. (10) Given the product [F:1][C:2]([F:26])([F:25])[CH2:3][NH:4][C:5]([C:7]1([CH2:20][CH2:21][CH2:22][CH2:23][N:30]2[CH2:31][CH2:32][N:27]([C:33]3[CH:42]=[CH:41][C:40]4[C:35](=[CH:36][CH:37]=[CH:38][CH:39]=4)[N:34]=3)[CH2:28][CH2:29]2)[C:19]2[CH:18]=[CH:17][CH:16]=[CH:15][C:14]=2[C:13]2[C:8]1=[CH:9][CH:10]=[CH:11][CH:12]=2)=[O:6], predict the reactants needed to synthesize it. The reactants are: [F:1][C:2]([F:26])([F:25])[CH2:3][NH:4][C:5]([C:7]1([CH2:20][CH2:21][CH2:22][CH2:23]Br)[C:19]2[CH:18]=[CH:17][CH:16]=[CH:15][C:14]=2[C:13]2[C:8]1=[CH:9][CH:10]=[CH:11][CH:12]=2)=[O:6].[N:27]1([C:33]2[CH:42]=[CH:41][C:40]3[C:35](=[CH:36][CH:37]=[CH:38][CH:39]=3)[N:34]=2)[CH2:32][CH2:31][NH:30][CH2:29][CH2:28]1.